From a dataset of Reaction yield outcomes from USPTO patents with 853,638 reactions. Predict the reaction yield, written as a fraction of the theoretical maximum amount of product (1.0 means a 100% yield; for example, 0.34 means a 34% yield). (1) The reactants are [O:1]=[C:2]1[CH:7]([N:8]2[C:16](=[O:17])[C:15]3[C:10](=[CH:11][CH:12]=[CH:13][C:14]=3[OH:18])[C:9]2=[O:19])[CH2:6][CH2:5][C:4](=[O:20])[NH:3]1.C(=O)([O-])[O-].[K+].[K+].Br[CH2:28][C:29]([O:31][C:32]([CH3:35])([CH3:34])[CH3:33])=[O:30]. The catalyst is CN(C=O)C.CCOC(C)=O. The product is [O:1]=[C:2]1[CH:7]([N:8]2[C:16](=[O:17])[C:15]3[C:10](=[CH:11][CH:12]=[CH:13][C:14]=3[O:18][CH2:28][C:29]([O:31][C:32]([CH3:35])([CH3:34])[CH3:33])=[O:30])[C:9]2=[O:19])[CH2:6][CH2:5][C:4](=[O:20])[NH:3]1. The yield is 0.840. (2) The reactants are [CH2:1]([N:8]1[C:17]2[C:12](=[C:13]([C:18]3[CH:23]=[CH:22][C:21]([CH3:24])=[CH:20][C:19]=3[CH3:25])[CH:14]=[CH:15][CH:16]=2)[C:11](=[O:26])[C:10]([CH2:27][OH:28])=[N:9]1)[C:2]1[CH:7]=[CH:6][CH:5]=[CH:4][CH:3]=1.CC(OI1(OC(C)=O)(OC(C)=O)OC(=O)C2C=CC=CC1=2)=O. The catalyst is ClCCl.C(=O)(O)[O-].[Na+]. The product is [CH2:1]([N:8]1[C:17]2[C:12](=[C:13]([C:18]3[CH:23]=[CH:22][C:21]([CH3:24])=[CH:20][C:19]=3[CH3:25])[CH:14]=[CH:15][CH:16]=2)[C:11](=[O:26])[C:10]([CH:27]=[O:28])=[N:9]1)[C:2]1[CH:7]=[CH:6][CH:5]=[CH:4][CH:3]=1. The yield is 0.850. (3) The reactants are Br[C:2]1[CH:7]=[CH:6][C:5]([S:8]([N:11]2[CH:15]=[CH:14][CH:13]=[CH:12]2)(=[O:10])=[O:9])=[CH:4][CH:3]=1.[C:16]([C:18]1[N:22]([CH3:23])[C:21](B(O)O)=[CH:20][CH:19]=1)#[N:17].[F-].[K+]. The catalyst is C1C=CC(/C=C/C(/C=C/C2C=CC=CC=2)=O)=CC=1.C1C=CC(/C=C/C(/C=C/C2C=CC=CC=2)=O)=CC=1.C1C=CC(/C=C/C(/C=C/C2C=CC=CC=2)=O)=CC=1.[Pd].[Pd].C(P(C(C)(C)C)C(C)(C)C)(C)(C)C. The product is [CH3:23][N:22]1[C:21]([C:2]2[CH:7]=[CH:6][C:5]([S:8]([N:11]3[CH:15]=[CH:14][CH:13]=[CH:12]3)(=[O:10])=[O:9])=[CH:4][CH:3]=2)=[CH:20][CH:19]=[C:18]1[C:16]#[N:17]. The yield is 0.300. (4) The reactants are Cl[C:2]1[C:7]([N+:8]([O-:10])=[O:9])=[CH:6][CH:5]=[C:4]([Cl:11])[C:3]=1[S:12]([NH2:15])(=[O:14])=[O:13].[C:16]([O-])(=[O:18])[CH3:17].[K+].C1OCCOCCOCCOCCOCCOC1.Cl. The catalyst is CS(C)=O. The product is [C:16]([C:2]1[C:7]([N+:8]([O-:10])=[O:9])=[CH:6][CH:5]=[C:4]([Cl:11])[C:3]=1[S:12]([NH2:15])(=[O:14])=[O:13])(=[O:18])[CH3:17]. The yield is 0.760.